Dataset: Forward reaction prediction with 1.9M reactions from USPTO patents (1976-2016). Task: Predict the product of the given reaction. (1) Given the reactants [CH3:1][C:2]1[CH:6]=[C:5]([CH2:7][OH:8])[O:4][N:3]=1.C(N(CC)CC)C.[CH3:16][S:17](Cl)(=[O:19])=[O:18], predict the reaction product. The product is: [CH3:16][S:17]([O:8][CH2:7][C:5]1[O:4][N:3]=[C:2]([CH3:1])[CH:6]=1)(=[O:19])=[O:18]. (2) Given the reactants BrC1C=C2C(O[C@@H]3[C@@H](C42COC(N)=N4)CC(OCC2CC2)CC3)=CC=1.[Cl:26][C:27]1[CH:28]=[C:29]([C:33]2[CH:46]=[C:45]3[C:36]([O:37][C@@H:38]4[C@@H:43]([C@@:44]53[CH2:50][O:49][C:48]([NH2:51])=[N:47]5)[CH2:42][CH:41]([O:52][CH2:53][CH:54]3[CH2:56][CH2:55]3)[CH2:40][CH2:39]4)=[CH:35][CH:34]=2)[CH:30]=[N:31][CH:32]=1, predict the reaction product. The product is: [Cl:26][C:27]1[CH:28]=[C:29]([C:33]2[CH:46]=[C:45]3[C:36]([O:37][C@@H:38]4[C@@H:43]([C:44]53[CH2:50][O:49][C:48]([NH2:51])=[N:47]5)[CH2:42][CH:41]([O:52][CH2:53][CH:54]3[CH2:55][CH2:56]3)[CH2:40][CH2:39]4)=[CH:35][CH:34]=2)[CH:30]=[N:31][CH:32]=1. (3) Given the reactants [CH2:1]([N:8]1[C:16]2[C@:15]3([CH3:20])[C:17]([CH3:19])([CH3:18])[C@@H:12]([CH2:13][CH2:14]3)[C:11]=2[C:10](=[O:21])[NH:9]1)[C:2]1[CH:7]=[CH:6][CH:5]=[CH:4][CH:3]=1.Cl[CH2:23][C:24]1[N:25]=[C:26]([CH3:29])[S:27][CH:28]=1, predict the reaction product. The product is: [CH2:1]([N:8]1[C:16]2[C@:15]3([CH3:20])[C:17]([CH3:18])([CH3:19])[C@@H:12]([CH2:13][CH2:14]3)[C:11]=2[C:10](=[O:21])[N:9]1[CH2:23][C:24]1[N:25]=[C:26]([CH3:29])[S:27][CH:28]=1)[C:2]1[CH:3]=[CH:4][CH:5]=[CH:6][CH:7]=1. (4) Given the reactants Cl[CH2:2][CH2:3][C:4]([C:6]1[CH:11]=[C:10]([O:12][CH3:13])[C:9]([O:14][CH3:15])=[CH:8][C:7]=1[OH:16])=[O:5].C([O-])([O-])=O.[K+].[K+], predict the reaction product. The product is: [CH3:13][O:12][C:10]1[CH:11]=[C:6]2[C:7](=[CH:8][C:9]=1[O:14][CH3:15])[O:16][CH2:2][CH2:3][C:4]2=[O:5]. (5) Given the reactants [NH2:1][C:2]1[C:7]([OH:8])=[CH:6][CH:5]=[CH:4][N:3]=1.Cl[CH2:10][C:11](=O)[CH3:12], predict the reaction product. The product is: [OH:8][C:7]1[C:2]2[N:3]([CH:10]=[C:11]([CH3:12])[N:1]=2)[CH:4]=[CH:5][CH:6]=1. (6) Given the reactants [Cl:1][C:2]1[CH:7]=[C:6]([Cl:8])[C:5]([C:9](OCC)=[O:10])=[CH:4][N:3]=1, predict the reaction product. The product is: [Cl:8][C:6]1[C:5]([CH:9]=[O:10])=[CH:4][N:3]=[C:2]([Cl:1])[CH:7]=1.